Task: Predict which catalyst facilitates the given reaction.. Dataset: Catalyst prediction with 721,799 reactions and 888 catalyst types from USPTO (1) Reactant: [NH2:1][C:2]1[CH:17]=[CH:16][C:5]([O:6][C:7]2[CH:12]=[CH:11][N:10]=[C:9]([C:13]([NH2:15])=[O:14])[CH:8]=2)=[C:4]([F:18])[CH:3]=1.[O:19]=[C:20]1[N:24]([C:25]2[CH:30]=[CH:29][CH:28]=[CH:27][CH:26]=2)[N:23]2[CH2:31][CH2:32][CH2:33][C:22]2=[C:21]1[C:34](O)=[O:35].C1C=NC2N(O)N=NC=2C=1.CCN=C=NCCCN(C)C. Product: [C:13]([C:9]1[CH:8]=[C:7]([O:6][C:5]2[CH:16]=[CH:17][C:2]([NH:1][C:34]([C:21]3[C:20](=[O:19])[N:24]([C:25]4[CH:26]=[CH:27][CH:28]=[CH:29][CH:30]=4)[N:23]4[CH2:31][CH2:32][CH2:33][C:22]=34)=[O:35])=[CH:3][C:4]=2[F:18])[CH:12]=[CH:11][N:10]=1)(=[O:14])[NH2:15]. The catalyst class is: 2. (2) Reactant: [CH3:1][O:2][C:3]1[CH:4]=[CH:5][C:6]2[NH:12][C:11](=[O:13])[N:10]([CH:14]3[CH2:19][CH2:18][NH:17][CH2:16][CH2:15]3)[CH2:9][CH2:8][C:7]=2[CH:20]=1.Cl[C:22]1[N:27]=[CH:26][N:25]=[C:24]([C:28]([C:30]2[CH:31]=[C:32]3[C:36](=[C:37]([CH3:39])[CH:38]=2)[N:35]([CH2:40][O:41][CH2:42][CH2:43][Si:44]([CH3:47])([CH3:46])[CH3:45])[N:34]=[CH:33]3)=[O:29])[CH:23]=1. Product: [CH3:1][O:2][C:3]1[CH:4]=[CH:5][C:6]2[NH:12][C:11](=[O:13])[N:10]([CH:14]3[CH2:19][CH2:18][N:17]([C:22]4[CH:23]=[C:24]([C:28]([C:30]5[CH:31]=[C:32]6[C:36](=[C:37]([CH3:39])[CH:38]=5)[N:35]([CH2:40][O:41][CH2:42][CH2:43][Si:44]([CH3:45])([CH3:47])[CH3:46])[N:34]=[CH:33]6)=[O:29])[N:25]=[CH:26][N:27]=4)[CH2:16][CH2:15]3)[CH2:9][CH2:8][C:7]=2[CH:20]=1. The catalyst class is: 3.